The task is: Predict the reactants needed to synthesize the given product.. This data is from Full USPTO retrosynthesis dataset with 1.9M reactions from patents (1976-2016). (1) The reactants are: [F:1][C:2]1([F:45])[CH2:7][CH2:6][C@@H:5]([NH:8][C:9](=[O:22])[C:10]2[CH:15]=[CH:14][C:13]([N:16]3[CH:20]=[CH:19][C:18]([CH3:21])=[N:17]3)=[CH:12][CH:11]=2)[C@@H:4]([C:23]([N:25]2[C:37]3[C:36]4[CH:35]=[C:34]([F:38])[CH:33]=[CH:32][C:31]=4[N:30]=[C:29]([C:39]4[CH:44]=[CH:43][CH:42]=[CH:41][CH:40]=4)[C:28]=3[CH2:27][CH2:26]2)=[O:24])[CH2:3]1.[ClH:46]. Given the product [ClH:46].[F:45][C:2]1([F:1])[CH2:7][CH2:6][C@@H:5]([NH:8][C:9](=[O:22])[C:10]2[CH:11]=[CH:12][C:13]([N:16]3[CH:20]=[CH:19][C:18]([CH3:21])=[N:17]3)=[CH:14][CH:15]=2)[C@@H:4]([C:23]([N:25]2[C:37]3[C:36]4[CH:35]=[C:34]([F:38])[CH:33]=[CH:32][C:31]=4[N:30]=[C:29]([C:39]4[CH:40]=[CH:41][CH:42]=[CH:43][CH:44]=4)[C:28]=3[CH2:27][CH2:26]2)=[O:24])[CH2:3]1, predict the reactants needed to synthesize it. (2) Given the product [F:21][C:22]1[CH:23]=[C:24]([N:38]2[CH2:42][CH:41]([CH2:43][NH:44][C:45](=[O:47])[CH3:46])[O:40][C:39]2=[O:48])[CH:25]=[C:26]([F:37])[C:27]=1[C:2]1[CH:7]=[N:6][C:5]([O:8][CH:9]2[CH2:14][O:13][C:12]3=[N:15][C:16]([N+:18]([O-:20])=[O:19])=[CH:17][N:11]3[CH2:10]2)=[CH:4][CH:3]=1, predict the reactants needed to synthesize it. The reactants are: Br[C:2]1[CH:3]=[CH:4][C:5]([O:8][CH:9]2[CH2:14][O:13][C:12]3=[N:15][C:16]([N+:18]([O-:20])=[O:19])=[CH:17][N:11]3[CH2:10]2)=[N:6][CH:7]=1.[F:21][C:22]1[CH:23]=[C:24]([N:38]2[CH2:42][CH:41]([CH2:43][NH:44][C:45](=[O:47])[CH3:46])[O:40][C:39]2=[O:48])[CH:25]=[C:26]([F:37])[C:27]=1B1OC(C)(C)C(C)(C)O1.C([O-])([O-])=O.[K+].[K+]. (3) Given the product [CH:23]([NH:26][C:27]([NH:12][C:7]1[CH:8]=[C:9]2[C:4](=[CH:5][CH:6]=1)[N:3]=[C:2]([NH:22][CH2:21][C:19]1[O:20][C:16]([CH3:15])=[CH:17][CH:18]=1)[CH:11]=[CH:10]2)=[O:28])([CH3:25])[CH3:24], predict the reactants needed to synthesize it. The reactants are: Cl[C:2]1[CH:11]=[CH:10][C:9]2[C:4](=[CH:5][CH:6]=[C:7]([N+:12]([O-])=O)[CH:8]=2)[N:3]=1.[CH3:15][C:16]1[O:20][C:19]([CH2:21][NH2:22])=[CH:18][CH:17]=1.[CH:23]([N:26]=[C:27]=[O:28])([CH3:25])[CH3:24].